This data is from Forward reaction prediction with 1.9M reactions from USPTO patents (1976-2016). The task is: Predict the product of the given reaction. (1) Given the reactants C[O-].[Na+].Cl[CH2:5][C:6]([C:8]1[CH:13]=[CH:12][C:11]([OH:14])=[CH:10][C:9]=1[OH:15])=[O:7].Cl, predict the reaction product. The product is: [OH:14][C:11]1[CH:12]=[CH:13][C:8]2[C:6](=[O:7])[CH2:5][O:15][C:9]=2[CH:10]=1. (2) Given the reactants [C:1]1([CH3:11])[CH:6]=[CH:5][C:4](S(O)(=O)=O)=[CH:3][CH:2]=1.C(OC([N:22]1[CH2:26][CH2:25][C@H:24]([NH2:27])[C@@H:23]1[C:28]1[CH:33]=[CH:32][CH:31]=[C:30]([Cl:34])[CH:29]=1)=O)C1C=CC=CC=1.[C:35](O[BH-](OC(=O)C)OC(=O)C)(=[O:37])C.[Na+].[BrH:49], predict the reaction product. The product is: [BrH:49].[BrH:49].[Cl:34][C:30]1[CH:29]=[C:28]([C@H:23]2[C@@H:24]([NH:27][CH2:11][C:1]3[CH:6]=[CH:5][CH:4]=[CH:3][C:2]=3[O:37][CH3:35])[CH2:25][CH2:26][NH:22]2)[CH:33]=[CH:32][CH:31]=1. (3) Given the reactants [NH2:1][C:2]1[CH:7]=[CH:6][C:5]([C:8]2[CH:12]=[C:11]([CH2:13][O:14][C:15](=[O:17])[NH2:16])[O:10][N:9]=2)=[CH:4][CH:3]=1.[F:18][C:19]1[CH:26]=[CH:25][C:22]([CH:23]=O)=[CH:21][CH:20]=1, predict the reaction product. The product is: [F:18][C:19]1[CH:26]=[CH:25][C:22]([CH2:23][NH:1][C:2]2[CH:3]=[CH:4][C:5]([C:8]3[CH:12]=[C:11]([CH2:13][O:14][C:15](=[O:17])[NH2:16])[O:10][N:9]=3)=[CH:6][CH:7]=2)=[CH:21][CH:20]=1. (4) Given the reactants C([O:8][C:9]1[CH:30]=[CH:29][C:12]([CH2:13][CH:14]([CH2:20][CH2:21][CH2:22][C:23]2[CH:28]=[CH:27][CH:26]=[CH:25][CH:24]=2)[C:15]([O:17][CH2:18][CH3:19])=[O:16])=[CH:11][CH:10]=1)C1C=CC=CC=1, predict the reaction product. The product is: [OH:8][C:9]1[CH:10]=[CH:11][C:12]([CH2:13][CH:14]([CH2:20][CH2:21][CH2:22][C:23]2[CH:24]=[CH:25][CH:26]=[CH:27][CH:28]=2)[C:15]([O:17][CH2:18][CH3:19])=[O:16])=[CH:29][CH:30]=1. (5) The product is: [Br:24][CH2:20][C:27]1[CH:28]=[C:29]([CH:34]=[C:35]([CH2:37][C:38]2[C:39]([C:49]3[CH:54]=[CH:53][CH:52]=[CH:51][CH:50]=3)=[N:40][N:41]3[CH:46]=[C:45]([O:47][CH3:48])[CH:44]=[CH:43][C:42]=23)[CH:36]=1)[C:30]([O:32][CH3:33])=[O:31]. Given the reactants C1(P(C2C=CC=CC=2)C2C=CC=CC=2)C=CC=CC=1.[C:20]([Br:24])(Br)(Br)Br.OC[C:27]1[CH:28]=[C:29]([CH:34]=[C:35]([CH2:37][C:38]2[C:39]([C:49]3[CH:54]=[CH:53][CH:52]=[CH:51][CH:50]=3)=[N:40][N:41]3[CH:46]=[C:45]([O:47][CH3:48])[CH:44]=[CH:43][C:42]=23)[CH:36]=1)[C:30]([O:32][CH3:33])=[O:31], predict the reaction product. (6) Given the reactants [CH3:1][CH:2]1[CH2:8][C:7](=[O:9])[O:6][C:4](=[O:5])[CH2:3]1.[CH3:10][N:11]1[CH2:16][CH2:15][NH:14][CH2:13][CH2:12]1, predict the reaction product. The product is: [CH3:1][CH:2]([CH2:3][C:4]([N:14]1[CH2:15][CH2:16][N:11]([CH3:10])[CH2:12][CH2:13]1)=[O:5])[CH2:8][C:7]([OH:6])=[O:9]. (7) Given the reactants [F:1][C:2]1[CH:7]=[C:6]([C:8]([O:10]C)=O)[C:5]([N:12]=[C:13]=[S:14])=[CH:4][C:3]=1[C:15]([O:17]C)=[O:16].CO[C:21]1[C:26]([O:27][CH3:28])=[CH:25][N:24]=[C:23]([NH2:29])[CH:22]=1.[OH-].[Na+].Cl.CN([CH:36]=[O:37])C, predict the reaction product. The product is: [CH3:28][O:27][C:26]1[CH:21]=[CH:22][C:23]([N:29]2[C:8](=[O:10])[C:6]3[C:5](=[CH:4][C:3]([C:15]([OH:17])=[O:16])=[C:2]([F:1])[CH:7]=3)[NH:12][C:13]2=[S:14])=[N:24][C:25]=1[O:37][CH3:36]. (8) The product is: [CH3:14][C:11]1([CH3:15])[O:12][CH2:13][C:8]([C:5]2[CH:6]=[CH:7][C:2]([CH:19]=[CH2:20])=[CH:3][CH:4]=2)([OH:16])[CH2:9][O:10]1. Given the reactants Br[C:2]1[CH:7]=[CH:6][C:5]([C:8]2([OH:16])[CH2:13][O:12][C:11]([CH3:15])([CH3:14])[O:10][CH2:9]2)=[CH:4][CH:3]=1.[Cl-].[Li+].[CH:19]([Sn](CCCC)(CCCC)CCCC)=[CH2:20], predict the reaction product.